This data is from Reaction yield outcomes from USPTO patents with 853,638 reactions. The task is: Predict the reaction yield, written as a fraction of the theoretical maximum amount of product (1.0 means a 100% yield; for example, 0.34 means a 34% yield). (1) The reactants are [F:1][C:2]1[CH:7]=[CH:6][CH:5]=[CH:4][C:3]=1[C:8]1[C:16]2[O:15][CH:14]([CH2:17][NH2:18])[CH2:13][C:12]=2[CH:11]=[CH:10][CH:9]=1.C(N(C(C)C)CC)(C)C.Cl[C:29]([O:31][CH2:32][C:33]1[CH:38]=[CH:37][CH:36]=[CH:35][CH:34]=1)=[O:30].C(OC(=O)NCC1CC2C=CC=C(C3CCCC3)C=2O1)C1C=CC=CC=1. No catalyst specified. The product is [CH2:32]([O:31][C:29](=[O:30])[NH:18][CH2:17][CH:14]1[CH2:13][C:12]2[CH:11]=[CH:10][CH:9]=[C:8]([C:3]3[CH:4]=[CH:5][CH:6]=[CH:7][C:2]=3[F:1])[C:16]=2[O:15]1)[C:33]1[CH:38]=[CH:37][CH:36]=[CH:35][CH:34]=1. The yield is 0.840. (2) The reactants are [Cl:1][C:2]1[CH:3]=[C:4]([NH2:13])[C:5]([NH2:12])=[CH:6][C:7]=1[C:8]([F:11])([F:10])[F:9].[C:14]1(=O)[O:19][CH2:18][CH2:17][CH2:16][CH2:15]1. The catalyst is Cl. The product is [Cl:1][C:2]1[C:7]([C:8]([F:11])([F:10])[F:9])=[CH:6][C:5]2[N:12]=[C:14]([CH2:15][CH2:16][CH2:17][CH2:18][OH:19])[NH:13][C:4]=2[CH:3]=1. The yield is 0.840. (3) The reactants are [CH2:1]([Li])CCC.[Br:6][C:7]1[C:8]([CH3:27])=[C:9]([C:13]2[N:17]([CH3:18])[N:16]=[C:15]([C:19]3[C:24]([F:25])=[CH:23][CH:22]=[CH:21][C:20]=3[Cl:26])[N:14]=2)[S:10][C:11]=1Br.IC.[Cl-].[NH4+]. The catalyst is C1COCC1. The product is [Cl:26][C:20]1[CH:21]=[CH:22][CH:23]=[C:24]([F:25])[C:19]=1[C:15]1[N:14]=[C:13]([C:9]2[S:10][C:11]([CH3:1])=[C:7]([Br:6])[C:8]=2[CH3:27])[N:17]([CH3:18])[N:16]=1. The yield is 0.470. (4) The reactants are [C:1]([C:3]1[CH:8]=[CH:7][C:6]([CH2:9][CH:10]([CH:16]=[O:17])[C:11](OCC)=O)=[CH:5][CH:4]=1)#[N:2].[NH2:18][C:19]([NH2:21])=[S:20]. The catalyst is C(O)C. The product is [O:17]=[C:16]1[C:10]([CH2:9][C:6]2[CH:7]=[CH:8][C:3]([C:1]#[N:2])=[CH:4][CH:5]=2)=[CH:11][NH:21][C:19](=[S:20])[NH:18]1. The yield is 0.695. (5) The reactants are C(O)(=O)C(O)=O.[CH2:7]([O:9][P:10]([CH2:15][CH2:16][NH2:17])(=[O:14])[O:11][CH2:12][CH3:13])[CH3:8].[C:18]([CH:22]1[CH2:27][CH2:26][CH:25]([O:28][C:29]2[CH:30]=[C:31]3[C:36](=[CH:37][CH:38]=2)[CH:35]=[C:34]([CH:39]=O)[CH:33]=[CH:32]3)[CH2:24][CH2:23]1)([CH3:21])([CH3:20])[CH3:19].C(O[BH-](OC(=O)C)OC(=O)C)(=O)C.[Na+]. The catalyst is ClCCCl. The product is [CH2:12]([O:11][P:10]([CH2:15][CH2:16][NH:17][CH2:39][C:34]1[CH:33]=[CH:32][C:31]2[C:36](=[CH:37][CH:38]=[C:29]([O:28][C@H:25]3[CH2:26][CH2:27][C@H:22]([C:18]([CH3:21])([CH3:20])[CH3:19])[CH2:23][CH2:24]3)[CH:30]=2)[CH:35]=1)(=[O:14])[O:9][CH2:7][CH3:8])[CH3:13]. The yield is 0.250. (6) The reactants are [CH3:1][CH:2]([S:4](Cl)(=[O:6])=[O:5])[CH3:3].[NH2:8][CH2:9][C:10]([C:13]1[CH:18]=[CH:17][C:16]([I:19])=[CH:15][CH:14]=1)([OH:12])[CH3:11].O. The catalyst is C(Cl)Cl. The product is [OH:12][C:10]([C:13]1[CH:14]=[CH:15][C:16]([I:19])=[CH:17][CH:18]=1)([CH3:11])[CH2:9][NH:8][S:4]([CH:2]([CH3:3])[CH3:1])(=[O:6])=[O:5]. The yield is 0.190. (7) The reactants are Br[C:2]1[CH:3]=[C:4]([Cl:11])[C:5]([O:9][CH3:10])=[C:6]([Cl:8])[CH:7]=1.[B:12]1([B:12]2[O:16][C:15]([CH3:18])([CH3:17])[C:14]([CH3:20])([CH3:19])[O:13]2)[O:16][C:15]([CH3:18])([CH3:17])[C:14]([CH3:20])([CH3:19])[O:13]1.CC([O-])=O.[K+]. The catalyst is O1CCOCC1.C1C=CC(P(C2C=CC=CC=2)[C-]2C=CC=C2)=CC=1.C1C=CC(P(C2C=CC=CC=2)[C-]2C=CC=C2)=CC=1.Cl[Pd]Cl.[Fe+2]. The product is [Cl:8][C:6]1[CH:7]=[C:2]([B:12]2[O:16][C:15]([CH3:18])([CH3:17])[C:14]([CH3:20])([CH3:19])[O:13]2)[CH:3]=[C:4]([Cl:11])[C:5]=1[O:9][CH3:10]. The yield is 0.424. (8) No catalyst specified. The yield is 0.660. The reactants are [Cl:1][C:2]1[C:10]([CH3:11])=[CH:9][CH:8]=[CH:7][C:3]=1[C:4]([OH:6])=[O:5].S(=O)(=O)(O)O.[CH3:17]O. The product is [Cl:1][C:2]1[C:10]([CH3:11])=[CH:9][CH:8]=[CH:7][C:3]=1[C:4]([O:6][CH3:17])=[O:5]. (9) The reactants are [CH3:1][O:2][C:3](=[O:27])[C:4]1[CH:9]=[CH:8][C:7](C(C2C(O)=CC3C(C)(C)CCC(C)(C)C=3C=2)=O)=[CH:6][CH:5]=1.[H-].[Na+].BrCCCC. The catalyst is CN(C=O)C. The product is [CH3:1][O:2][C:3](=[O:27])[C:4]1[CH:9]=[CH:8][CH:7]=[CH:6][CH:5]=1. The yield is 0.550.